This data is from Catalyst prediction with 721,799 reactions and 888 catalyst types from USPTO. The task is: Predict which catalyst facilitates the given reaction. Reactant: C(OC([NH:8][NH:9][C:10]([C:12]1[N:13]=[C:14]([S:17][CH2:18][C:19]([NH:21][CH2:22][C@@H:23]2[O:28][CH2:27][CH2:26][N:25]([CH2:29][C:30]3[CH:35]=[CH:34][C:33]([Cl:36])=[C:32]([Cl:37])[CH:31]=3)[CH2:24]2)=[O:20])[S:15][CH:16]=1)=[O:11])=O)(C)(C)C.FC(F)(F)C(O)=O. Product: [Cl:37][C:32]1[CH:31]=[C:30]([CH:35]=[CH:34][C:33]=1[Cl:36])[CH2:29][N:25]1[CH2:26][CH2:27][O:28][C@@H:23]([CH2:22][NH:21][C:19](=[O:20])[CH2:18][S:17][C:14]2[S:15][CH:16]=[C:12]([C:10]([NH:9][NH2:8])=[O:11])[N:13]=2)[CH2:24]1. The catalyst class is: 2.